This data is from Full USPTO retrosynthesis dataset with 1.9M reactions from patents (1976-2016). The task is: Predict the reactants needed to synthesize the given product. Given the product [Cl:6][C:7]1[CH:12]=[C:11]([CH2:13][CH2:14][N+:15]([O-:17])=[O:16])[CH:10]=[C:9]([F:18])[CH:8]=1, predict the reactants needed to synthesize it. The reactants are: [BH4-].[Na+].C(O)C.[Cl:6][C:7]1[CH:12]=[C:11](/[CH:13]=[CH:14]/[N+:15]([O-:17])=[O:16])[CH:10]=[C:9]([F:18])[CH:8]=1.